From a dataset of Experimentally validated miRNA-target interactions with 360,000+ pairs, plus equal number of negative samples. Binary Classification. Given a miRNA mature sequence and a target amino acid sequence, predict their likelihood of interaction. (1) The miRNA is mmu-miR-1191b-3p with sequence AGACUCACUAUGUAGCCCAAGC. The protein sequence of the target gene is MLGQQQQQQLYSSAALLTGERSRLLSCYVQDYLECVESLPHDMQRNVSVLRELDNKYQETLKEIDDVYEKYKKEDDSNQKKRLQQHLQRALINSQELGDEKIQIVTQMLELVENRARQMELHSQCFQDPAESERASDKSKMDSSQPERSSRRPRRQRTSESRDLCHMTNGIDDCDDQPPKEKRSKSAKKKKRSKAKQEREASPVEFAIDPNEPTYCLCNQVSYGEMIGCDNEQCPIEWFHFSCVSLTYKPKGKWYCPKCRGDNEKTMDKSTEKTKKERRAR. Result: 0 (no interaction). (2) The protein sequence of the target gene is MVGPAPRRRLRPLAALALVLALAPGLPTARAGQTPRPAERGPPVRLFTEEELARYGGEEEDQPIYLAVKGVVFDVTSGKEFYGRGAPYNALTGKDSTRGVAKMSLDPADLTHDTTGLTAKELEALDEVFTKVYKAKYPIVGYTARRILNEDGSPNLDFKPEDQPHFDIKDEF. The miRNA is hsa-miR-4446-5p with sequence AUUUCCCUGCCAUUCCCUUGGC. Result: 0 (no interaction).